This data is from Reaction yield outcomes from USPTO patents with 853,638 reactions. The task is: Predict the reaction yield, written as a fraction of the theoretical maximum amount of product (1.0 means a 100% yield; for example, 0.34 means a 34% yield). (1) The reactants are C([O:8][C:9]1[CH:14]=[CH:13][C:12]([C:15]2[CH:19]=[C:18]([C:20]3[CH:25]=[CH:24][CH:23]=[CH:22][CH:21]=3)[NH:17][C:16]=2[C:26]([NH:28][CH2:29][CH2:30][CH2:31][CH2:32][CH2:33][C:34]([O:36][CH3:37])=[O:35])=[O:27])=[CH:11][CH:10]=1)C1C=CC=CC=1. The catalyst is CO.[Pd]. The product is [OH:8][C:9]1[CH:14]=[CH:13][C:12]([C:15]2[CH:19]=[C:18]([C:20]3[CH:25]=[CH:24][CH:23]=[CH:22][CH:21]=3)[NH:17][C:16]=2[C:26]([NH:28][CH2:29][CH2:30][CH2:31][CH2:32][CH2:33][C:34]([O:36][CH3:37])=[O:35])=[O:27])=[CH:11][CH:10]=1. The yield is 0.910. (2) The reactants are [CH3:1][O:2][C:3]1[C:11]2[O:10][CH:9]([CH3:12])[CH2:8][C:7]=2[C:6]([CH3:13])=[C:5]([N:14]2[CH2:19][CH2:18][NH:17][CH2:16][CH2:15]2)[C:4]=1[CH3:20].Br[C:22]1[CH:27]=[CH:26][C:25]([C:28]([F:31])([F:30])[F:29])=[CH:24][CH:23]=1. No catalyst specified. The product is [CH3:1][O:2][C:3]1[C:11]2[O:10][CH:9]([CH3:12])[CH2:8][C:7]=2[C:6]([CH3:13])=[C:5]([N:14]2[CH2:19][CH2:18][N:17]([C:22]3[CH:27]=[CH:26][C:25]([C:28]([F:31])([F:30])[F:29])=[CH:24][CH:23]=3)[CH2:16][CH2:15]2)[C:4]=1[CH3:20]. The yield is 0.550. (3) The reactants are F[C:2]1[CH:3]=[C:4]2[C:8](=[CH:9][CH:10]=1)[NH:7][CH:6]=[C:5]2[CH:11]1[CH2:15][C:14](=[O:16])[NH:13][C:12]1=[O:17].[Br:18]C1C=C2C(C=CN2)=CC=1.C1(=O)NC(=O)C=C1. No catalyst specified. The product is [Br:18][C:10]1[CH:9]=[C:8]2[C:4]([C:5]([CH:11]3[CH2:15][C:14](=[O:16])[NH:13][C:12]3=[O:17])=[CH:6][NH:7]2)=[CH:3][CH:2]=1. The yield is 0.500. (4) The reactants are ClC(Cl)C.CN([CH:8]=[O:9])C.P(Cl)(Cl)(Cl)=O.[CH:15]1[C:16]([C:24]([O:26][CH3:27])=[O:25])=[CH:17][N:18]2[C:23]=1[CH2:22][CH2:21][CH2:20][CH2:19]2. The catalyst is C(#N)C. The product is [CH:8]([C:15]1[C:16]([C:24]([O:26][CH3:27])=[O:25])=[CH:17][N:18]2[C:23]=1[CH2:22][CH2:21][CH2:20][CH2:19]2)=[O:9]. The yield is 0.330. (5) The reactants are [Br-].[CH3:2][O:3][C:4]1[CH:5]=[C:6]([CH2:12][P+](C2C=CC=CC=2)(C2C=CC=CC=2)C2C=CC=CC=2)[CH:7]=[CH:8][C:9]=1[O:10][CH3:11].[Li]CCCC.[CH:37]([C:40]1[CH:41]=[C:42]([CH:46]([CH3:50])[CH2:47][CH:48]=O)[CH:43]=[CH:44][CH:45]=1)([CH3:39])[CH3:38].O. The catalyst is C1COCC1. The product is [CH:37]([C:40]1[CH:41]=[C:42]([CH:46]([CH3:50])[CH2:47][CH:48]=[CH:12][C:6]2[CH:7]=[CH:8][C:9]([O:10][CH3:11])=[C:4]([O:3][CH3:2])[CH:5]=2)[CH:43]=[CH:44][CH:45]=1)([CH3:39])[CH3:38]. The yield is 0.820.